From a dataset of Full USPTO retrosynthesis dataset with 1.9M reactions from patents (1976-2016). Predict the reactants needed to synthesize the given product. Given the product [Cl:1][C:2]1[CH:7]=[CH:6][C:5]([C:19]([C:18]2[CH:17]=[CH:16][C:15]([N+:12]([O-:14])=[O:13])=[CH:23][CH:22]=2)=[O:20])=[CH:4][CH:3]=1, predict the reactants needed to synthesize it. The reactants are: [Cl:1][C:2]1[CH:7]=[CH:6][C:5](OB(O)O)=[CH:4][CH:3]=1.[N+:12]([C:15]1[CH:23]=[CH:22][C:18]([C:19](Cl)=[O:20])=[CH:17][CH:16]=1)([O-:14])=[O:13].O.P([O-])([O-])([O-])=O.[K+].[K+].[K+].C1(C)C=CC=CC=1.